From a dataset of Human liver microsome stability data. Regression/Classification. Given a drug SMILES string, predict its absorption, distribution, metabolism, or excretion properties. Task type varies by dataset: regression for continuous measurements (e.g., permeability, clearance, half-life) or binary classification for categorical outcomes (e.g., BBB penetration, CYP inhibition). Dataset: hlm. (1) The molecule is C[C@@H]1CN(c2ccc(F)cc2C(F)(F)F)CCN1S(=O)(=O)c1ccc(OCCN(C)C)cc1Cl. The result is 0 (unstable in human liver microsomes). (2) The drug is COc1cc2nc([S+]([O-])CC(=O)Nc3ccc(C#N)cc3)nc(Nc3c(C)cc(C=CC#N)cc3C)c2cc1OC. The result is 0 (unstable in human liver microsomes). (3) The drug is N#Cc1cc(OC(F)(F)F)cc(-c2nc(-c3ccc4c(c3)cc3n4CCC3CC(=O)O)no2)c1. The result is 0 (unstable in human liver microsomes). (4) The compound is CCN(CC)CCCC(C)Nc1ccnc2cc(C(F)(F)F)ccc12. The result is 0 (unstable in human liver microsomes). (5) The molecule is COc1cc2nc3cc(Oc4ccc(CN5CCOCC5)cc4)ccc3c(O)c2cc1Cl. The result is 1 (stable in human liver microsomes). (6) The drug is COc1cccc(OC)c1-c1cc(C(=O)N[C@@H](CCC2CCCCC2)CC(=O)NC2CCC2)nn1C1CCCC1. The result is 1 (stable in human liver microsomes). (7) The molecule is Cc1cc(/C=C/C#N)cc(C)c1Oc1cc(Nc2ccc(C#N)cc2)c(N)cc1CO. The result is 0 (unstable in human liver microsomes).